Dataset: Catalyst prediction with 721,799 reactions and 888 catalyst types from USPTO. Task: Predict which catalyst facilitates the given reaction. (1) Reactant: [F:1][C:2]1[CH:10]=[CH:9][CH:8]=[C:7]2[C:3]=1[CH:4]=[CH:5][NH:6]2.[CH3:11][C:12]([O:15][C:16](O[C:16]([O:15][C:12]([CH3:14])([CH3:13])[CH3:11])=[O:17])=[O:17])([CH3:14])[CH3:13]. Product: [F:1][C:2]1[CH:10]=[CH:9][CH:8]=[C:7]2[C:3]=1[CH:4]=[CH:5][N:6]2[C:16]([O:15][C:12]([CH3:14])([CH3:13])[CH3:11])=[O:17]. The catalyst class is: 251. (2) Reactant: [NH2:1][C:2]1[C:3]([C:10]([NH:12][C:13](=[N:16][C:17](=[O:26])[O:18][CH2:19][C:20]2[CH:25]=[CH:24][CH:23]=[CH:22][CH:21]=2)SC)=[O:11])=[N:4][C:5]([Cl:9])=[C:6]([NH2:8])[N:7]=1.[NH2:27][CH:28]1[CH2:33][CH2:32][N:31]([C:34]([O:36][C:37]([CH3:40])([CH3:39])[CH3:38])=[O:35])[CH2:30][CH2:29]1. Product: [CH2:19]([O:18][C:17]([N:16]=[C:13]([NH:12][C:10]([C:3]1[C:2]([NH2:1])=[N:7][C:6]([NH2:8])=[C:5]([Cl:9])[N:4]=1)=[O:11])[NH:27][CH:28]1[CH2:29][CH2:30][N:31]([C:34]([O:36][C:37]([CH3:40])([CH3:39])[CH3:38])=[O:35])[CH2:32][CH2:33]1)=[O:26])[C:20]1[CH:25]=[CH:24][CH:23]=[CH:22][CH:21]=1. The catalyst class is: 1. (3) Reactant: [F:1][C:2]1[CH:7]=[CH:6][C:5]([N:8]2[C:13](=[O:14])[C:12]([C:15]([OH:17])=O)=[CH:11][CH:10]=[N:9]2)=[CH:4][CH:3]=1.CCN=C=NCCCN(C)C.C1C=CC2N(O)N=NC=2C=1.[CH3:39][O:40][C:41]1[CH:83]=[CH:82][C:44]([CH2:45][N:46]2[C:50]3=[N:51][CH:52]=[CH:53][C:54]([O:55][C:56]4[CH:61]=[CH:60][C:59]([NH2:62])=[CH:58][C:57]=4[F:63])=[C:49]3[C:48]([C:64]3[CH:65]=[N:66][N:67]([CH:69]4[CH2:74][CH2:73][N:72]([C:75]([O:77][C:78]([CH3:81])([CH3:80])[CH3:79])=[O:76])[CH2:71][CH2:70]4)[CH:68]=3)=[N:47]2)=[CH:43][CH:42]=1.CCN(C(C)C)C(C)C. Product: [F:63][C:57]1[CH:58]=[C:59]([NH:62][C:15]([C:12]2[C:13](=[O:14])[N:8]([C:5]3[CH:4]=[CH:3][C:2]([F:1])=[CH:7][CH:6]=3)[N:9]=[CH:10][CH:11]=2)=[O:17])[CH:60]=[CH:61][C:56]=1[O:55][C:54]1[CH:53]=[CH:52][N:51]=[C:50]2[N:46]([CH2:45][C:44]3[CH:43]=[CH:42][C:41]([O:40][CH3:39])=[CH:83][CH:82]=3)[N:47]=[C:48]([C:64]3[CH:65]=[N:66][N:67]([CH:69]4[CH2:74][CH2:73][N:72]([C:75]([O:77][C:78]([CH3:80])([CH3:81])[CH3:79])=[O:76])[CH2:71][CH2:70]4)[CH:68]=3)[C:49]=12. The catalyst class is: 136. (4) Reactant: [CH3:1][O:2][C:3]1[CH:4]=[C:5]([CH:25]=[CH:26][CH:27]=1)[O:6][C:7]1[CH:8]=[CH:9][C:10]([N+:22]([O-])=O)=[C:11]([CH2:13][NH:14][C:15](=[O:21])[O:16][C:17]([CH3:20])([CH3:19])[CH3:18])[CH:12]=1.[Cl-].[NH4+].C(O)C. Product: [NH2:22][C:10]1[CH:9]=[CH:8][C:7]([O:6][C:5]2[CH:25]=[CH:26][CH:27]=[C:3]([O:2][CH3:1])[CH:4]=2)=[CH:12][C:11]=1[CH2:13][NH:14][C:15](=[O:21])[O:16][C:17]([CH3:19])([CH3:18])[CH3:20]. The catalyst class is: 150. (5) Reactant: [CH3:1][O:2][C:3]1[CH:4]=[C:5]([CH:21]=[CH:22][C:23]=1[O:24][CH2:25][C:26]1[N:27]([CH3:37])[CH:28]=[C:29]([C:31]2[CH:36]=[CH:35][CH:34]=[CH:33][CH:32]=2)[N:30]=1)[CH2:6][O:7][C:8]1[C:12]([CH:13]=O)=[CH:11][N:10]([C:15]2[CH:20]=[CH:19][CH:18]=[CH:17][CH:16]=2)[N:9]=1.[CH2:38]([P:47](=[O:54])([O:51][CH2:52][CH3:53])[O:48][CH2:49][CH3:50])P(=O)(OCC)OCC.CN(C)C=O.[H-].[Na+]. Product: [CH3:1][O:2][C:3]1[CH:4]=[C:5]([CH:21]=[CH:22][C:23]=1[O:24][CH2:25][C:26]1[N:27]([CH3:37])[CH:28]=[C:29]([C:31]2[CH:32]=[CH:33][CH:34]=[CH:35][CH:36]=2)[N:30]=1)[CH2:6][O:7][C:8]1[C:12](/[CH:13]=[CH:38]/[P:47](=[O:54])([O:48][CH2:49][CH3:50])[O:51][CH2:52][CH3:53])=[CH:11][N:10]([C:15]2[CH:16]=[CH:17][CH:18]=[CH:19][CH:20]=2)[N:9]=1. The catalyst class is: 6. (6) Reactant: [C:1](=O)([O-])[O-].[K+].[K+].CN(C)C=O.[Cl:12][C:13]1[CH:21]=[C:20]([N:22]2[CH2:27][CH2:26][N:25]([C:28]3[CH:33]=[CH:32][CH:31]=[CH:30][C:29]=3[CH3:34])[CH2:24][CH2:23]2)[C:19]([N+:35]([O-:37])=[O:36])=[CH:18][C:14]=1[C:15]([OH:17])=[O:16].IC. Product: [CH3:1][O:16][C:15](=[O:17])[C:14]1[CH:18]=[C:19]([N+:35]([O-:37])=[O:36])[C:20]([N:22]2[CH2:27][CH2:26][N:25]([C:28]3[CH:33]=[CH:32][CH:31]=[CH:30][C:29]=3[CH3:34])[CH2:24][CH2:23]2)=[CH:21][C:13]=1[Cl:12]. The catalyst class is: 6. (7) Reactant: C[Si](Cl)(C)C.[F:6][C:7]([F:19])([F:18])[C:8]1[CH:9]=[C:10]([C@@H:14]([OH:17])[CH2:15]O)[CH:11]=[CH:12][CH:13]=1.C(OC)(OC)(OC)C. Product: [F:6][C:7]([F:19])([F:18])[C:8]1[CH:9]=[C:10]([C@@H:14]2[CH2:15][O:17]2)[CH:11]=[CH:12][CH:13]=1. The catalyst class is: 4.